Dataset: Forward reaction prediction with 1.9M reactions from USPTO patents (1976-2016). Task: Predict the product of the given reaction. (1) Given the reactants [CH3:1][C:2]1[CH2:7][CH2:6][CH2:5][C:4]([CH3:9])([CH3:8])[C:3]=1[CH:10]=[O:11].[CH3:12][C:13]([Mg]Br)=[CH:14][CH3:15], predict the reaction product. The product is: [CH3:12][C:13](=[CH:14][CH3:15])[CH:10]([C:3]1[C:4]([CH3:8])([CH3:9])[CH2:5][CH2:6][CH2:7][C:2]=1[CH3:1])[OH:11]. (2) Given the reactants [C:1]([C:5]1[N:10]=[CH:9][C:8]([CH2:11][CH2:12][OH:13])=[CH:7][CH:6]=1)([CH3:4])([CH3:3])[CH3:2].[C:14]1([CH3:24])[CH:19]=[CH:18][C:17]([S:20](Cl)(=[O:22])=[O:21])=[CH:16][CH:15]=1, predict the reaction product. The product is: [CH3:24][C:14]1[CH:19]=[CH:18][C:17]([S:20]([O:13][CH2:12][CH2:11][C:8]2[CH:9]=[N:10][C:5]([C:1]([CH3:4])([CH3:2])[CH3:3])=[CH:6][CH:7]=2)(=[O:22])=[O:21])=[CH:16][CH:15]=1. (3) Given the reactants [Cl:1][C:2]1[CH:3]=[C:4]([C:11]([C:14]2[NH:15][CH:16]=[CH:17][CH:18]=2)([CH3:13])[CH3:12])[CH:5]=[C:6]([N+:8]([O-:10])=[O:9])[CH:7]=1.[H-].[Na+].[CH2:21](I)[CH3:22], predict the reaction product. The product is: [Cl:1][C:2]1[CH:3]=[C:4]([C:11]([C:14]2[N:15]([CH2:21][CH3:22])[CH:16]=[CH:17][CH:18]=2)([CH3:13])[CH3:12])[CH:5]=[C:6]([N+:8]([O-:10])=[O:9])[CH:7]=1. (4) Given the reactants [I:1][C:2]1[CH:3]=[CH:4][C:5]2[N:6]([C:8]([CH3:19])=[C:9]([NH:11]C(=O)OC(C)(C)C)[N:10]=2)[N:7]=1.FC(F)(F)C(O)=O.[OH-].[Na+], predict the reaction product. The product is: [I:1][C:2]1[CH:3]=[CH:4][C:5]2[N:6]([C:8]([CH3:19])=[C:9]([NH2:11])[N:10]=2)[N:7]=1. (5) Given the reactants [CH2:1]([C:3]1[CH:4]=[CH:5][C:6]([I:13])=[C:7]([CH2:9][C:10](O)=[O:11])[CH:8]=1)[CH3:2].CN(C=O)C.S(Cl)([Cl:21])=O, predict the reaction product. The product is: [CH2:1]([C:3]1[CH:4]=[CH:5][C:6]([I:13])=[C:7]([CH2:9][C:10]([Cl:21])=[O:11])[CH:8]=1)[CH3:2]. (6) Given the reactants [C:1](O[K])(C)(C)C.O=[C:8]1[CH2:13][CH2:12][N:11]([C:14]([O:16][C:17]([CH3:20])([CH3:19])[CH3:18])=[O:15])[CH2:10][CH2:9]1, predict the reaction product. The product is: [CH2:1]=[C:8]1[CH2:13][CH2:12][N:11]([C:14]([O:16][C:17]([CH3:20])([CH3:19])[CH3:18])=[O:15])[CH2:10][CH2:9]1. (7) The product is: [Br:1][C:2]1[CH:3]=[C:4]([C:8]2[C:13]([CH:14]=[N:29][OH:30])=[C:12]([CH3:16])[N:11]=[C:10]3[N:17]([CH2:20][CH3:21])[N:18]=[CH:19][C:9]=23)[CH:5]=[N:6][CH:7]=1. Given the reactants [Br:1][C:2]1[CH:3]=[C:4]([C:8]2[C:13]([CH:14]=O)=[C:12]([CH3:16])[N:11]=[C:10]3[N:17]([CH2:20][CH3:21])[N:18]=[CH:19][C:9]=23)[CH:5]=[N:6][CH:7]=1.N1C=CC=CC=1.Cl.[NH2:29][OH:30], predict the reaction product.